Dataset: SARS-CoV-2 main protease (3CLPro) crystallographic fragment screen with 879 compounds. Task: Binary Classification. Given a drug SMILES string, predict its activity (active/inactive) in a high-throughput screening assay against a specified biological target. The molecule is Cc1cccc(NC(=O)[C@@H]2CCCN2)n1. The result is 0 (inactive).